From a dataset of Catalyst prediction with 721,799 reactions and 888 catalyst types from USPTO. Predict which catalyst facilitates the given reaction. (1) Reactant: [C:1](Cl)(=[O:5])[CH2:2][CH2:3][CH3:4].[NH2:7][C:8]1[CH:16]=[CH:15][C:14]([Cl:17])=[CH:13][C:9]=1[C:10]([NH2:12])=[O:11].[OH-].[Na+].Cl. Product: [C:1]([NH:7][C:8]1[CH:16]=[CH:15][C:14]([Cl:17])=[CH:13][C:9]=1[C:10]([NH2:12])=[O:11])(=[O:5])[CH2:2][CH2:3][CH3:4]. The catalyst class is: 476. (2) Reactant: [CH3:1][O:2][C:3]1[CH:4]=[C:5]([CH:7]=[C:8]([O:12][CH3:13])[C:9]=1[O:10][CH3:11])[NH2:6].[C:14]([C:17]1[CH:22]=[CH:21][C:20]([N:23]=[C:24]=[O:25])=[CH:19][CH:18]=1)(=[O:16])[CH3:15]. Product: [C:14]([C:17]1[CH:22]=[CH:21][C:20]([NH:23][C:24]([NH:6][C:5]2[CH:7]=[C:8]([O:12][CH3:13])[C:9]([O:10][CH3:11])=[C:3]([O:2][CH3:1])[CH:4]=2)=[O:25])=[CH:19][CH:18]=1)(=[O:16])[CH3:15]. The catalyst class is: 11. (3) Reactant: [NH2:1][C:2]1([CH2:15][OH:16])[CH2:7][CH2:6][N:5]([CH2:8][C:9]2[CH:14]=[CH:13][CH:12]=[CH:11][CH:10]=2)[CH2:4][CH2:3]1.C(NC(C)C)(C)C.Cl[C:25](Cl)([O:27]C(=O)OC(Cl)(Cl)Cl)Cl.[NH4+].[OH-]. Product: [CH2:8]([N:5]1[CH2:6][CH2:7][C:2]2([NH:1][C:25](=[O:27])[O:16][CH2:15]2)[CH2:3][CH2:4]1)[C:9]1[CH:14]=[CH:13][CH:12]=[CH:11][CH:10]=1. The catalyst class is: 93. (4) Reactant: [Cl:1][C:2]1[CH:7]=[CH:6][C:5]([C:8]2[CH:13]=[C:12]([CH3:14])[NH:11][C:10](=[O:15])[CH:9]=2)=[CH:4][CH:3]=1.C1C(=O)N([Br:23])C(=O)C1.[Br-].BrC1C(C2C=CC(Cl)=CC=2)=CC(=O)NC=1C. Product: [Br:23][C:9]1[C:10](=[O:15])[NH:11][C:12]([CH3:14])=[CH:13][C:8]=1[C:5]1[CH:4]=[CH:3][C:2]([Cl:1])=[CH:7][CH:6]=1. The catalyst class is: 5.